Dataset: Peptide-MHC class I binding affinity with 185,985 pairs from IEDB/IMGT. Task: Regression. Given a peptide amino acid sequence and an MHC pseudo amino acid sequence, predict their binding affinity value. This is MHC class I binding data. (1) The peptide sequence is RPMFAVGLLF. The MHC is HLA-A24:02 with pseudo-sequence HLA-A24:02. The binding affinity (normalized) is 0.442. (2) The peptide sequence is ILGSLGLRK. The MHC is HLA-A02:01 with pseudo-sequence HLA-A02:01. The binding affinity (normalized) is 0. (3) The MHC is HLA-A33:01 with pseudo-sequence HLA-A33:01. The binding affinity (normalized) is 0.232. The peptide sequence is SLFRAVITK. (4) The MHC is HLA-A30:01 with pseudo-sequence HLA-A30:01. The binding affinity (normalized) is 0.0605. The peptide sequence is AISDPCMGL.